This data is from Reaction yield outcomes from USPTO patents with 853,638 reactions. The task is: Predict the reaction yield, written as a fraction of the theoretical maximum amount of product (1.0 means a 100% yield; for example, 0.34 means a 34% yield). (1) The reactants are [NH2:1][C:2]1[CH:3]=[C:4]([CH:21]=[CH:22][CH:23]=1)[O:5][C:6]1[CH:18]=[CH:17][C:9]2[N:10]=[C:11]([NH:13][C:14](=[O:16])[CH3:15])[S:12][C:8]=2[C:7]=1[C:19]#[N:20].[N:24]([C:27]1[CH:32]=[CH:31][C:30]([O:33][C:34]([F:37])([F:36])[F:35])=[CH:29][CH:28]=1)=[C:25]=[O:26]. The catalyst is CN(C)C=O.C(OCC)(=O)C. The product is [C:19]([C:7]1[C:8]2[S:12][C:11]([NH:13][C:14](=[O:16])[CH3:15])=[N:10][C:9]=2[CH:17]=[CH:18][C:6]=1[O:5][C:4]1[CH:21]=[CH:22][CH:23]=[C:2]([NH:1][C:25](=[O:26])[NH:24][C:27]2[CH:32]=[CH:31][C:30]([O:33][C:34]([F:35])([F:37])[F:36])=[CH:29][CH:28]=2)[CH:3]=1)#[N:20]. The yield is 0.600. (2) The reactants are [Li+].[OH-].[Br:3][C:4]1[CH:9]=[CH:8][C:7]([C:10]2[N:11]=[C:12]([N:15]3[CH2:20][CH2:19][CH:18]([C:21]([O:23]CC)=[O:22])[CH2:17][CH2:16]3)[S:13][CH:14]=2)=[CH:6][CH:5]=1. The catalyst is C1COCC1.O.C(Cl)Cl. The product is [Br:3][C:4]1[CH:9]=[CH:8][C:7]([C:10]2[N:11]=[C:12]([N:15]3[CH2:20][CH2:19][CH:18]([C:21]([OH:23])=[O:22])[CH2:17][CH2:16]3)[S:13][CH:14]=2)=[CH:6][CH:5]=1. The yield is 0.900. (3) The reactants are [CH:1]([C:4]1[C:8]([CH2:9][CH2:10][CH2:11][OH:12])=[CH:7][N:6]([C:13]2[CH:18]=[CH:17][C:16]([C:19]([F:22])([F:21])[F:20])=[CH:15][N:14]=2)[N:5]=1)([CH3:3])[CH3:2].[CH2:23]([O:25][C:26]1[CH:31]=[CH:30][C:29]([CH2:32][C:33]([O:35]C)=[O:34])=[CH:28][C:27]=1O)[CH3:24].C(P(CCCC)CCCC)CCC.N(C(N1CCCCC1)=O)=NC(N1CCCCC1)=O. The product is [CH2:23]([O:25][C:26]1[CH:31]=[CH:30][C:29]([CH2:32][C:33]([OH:35])=[O:34])=[CH:28][C:27]=1[O:12][CH2:11][CH2:10][CH2:9][C:8]1[C:4]([CH:1]([CH3:3])[CH3:2])=[N:5][N:6]([C:13]2[CH:18]=[CH:17][C:16]([C:19]([F:21])([F:20])[F:22])=[CH:15][N:14]=2)[CH:7]=1)[CH3:24]. The yield is 0.740. The catalyst is O1CCCC1. (4) The reactants are [CH3:1][O:2][C:3]1[CH:4]=[C:5]2[C:10](=[CH:11][C:12]=1[O:13][CH3:14])[N:9]=[CH:8][CH:7]=[C:6]2[O:15][C:16]1[C:22]([CH3:23])=[CH:21][C:19]([NH2:20])=[C:18]([CH3:24])[CH:17]=1.Cl[C:26](Cl)([O:28][C:29](=[O:35])OC(Cl)(Cl)Cl)Cl.O[C:38]1[CH:39]=[C:40]([CH:43]=C[CH:45]=1)[C:41]#[N:42].C(=O)(O)[O-].[Na+]. The catalyst is C(Cl)Cl.C(N(CC)CC)C.C1(C)C=CC=CC=1. The product is [CH3:1][O:2][C:3]1[CH:4]=[C:5]2[C:10](=[CH:11][C:12]=1[O:13][CH3:14])[N:9]=[CH:8][CH:7]=[C:6]2[O:15][C:16]1[C:22]([CH3:23])=[CH:21][C:19]([NH:20][C:29](=[O:35])[O:28][C:26]2[CH:45]=[CH:38][CH:39]=[C:40]([C:41]#[N:42])[CH:43]=2)=[C:18]([CH3:24])[CH:17]=1. The yield is 0.530. (5) The reactants are [Cl:1][C:2]1[C:10]([O:11][CH:12]([CH3:14])[CH3:13])=[CH:9][C:8]([Cl:15])=[CH:7][C:3]=1[C:4]([OH:6])=O.Cl.[NH2:17][CH2:18][C:19]1[C:20](=[O:27])[NH:21][C:22]([CH3:26])=[CH:23][C:24]=1[CH3:25].C1C=NC2N(O)N=NC=2C=1.CN1CCOCC1.C(Cl)CCl. The catalyst is ClCCl. The product is [Cl:1][C:2]1[C:10]([O:11][CH:12]([CH3:14])[CH3:13])=[CH:9][C:8]([Cl:15])=[CH:7][C:3]=1[C:4]([NH:17][CH2:18][C:19]1[C:20](=[O:27])[NH:21][C:22]([CH3:26])=[CH:23][C:24]=1[CH3:25])=[O:6]. The yield is 0.880. (6) The reactants are [CH2:1]([C:4]1[NH:5][C:6]2[C:11]([CH:12]=1)=[C:10]([C:13]([F:16])([F:15])[F:14])[C:9]([C:17]#[N:18])=[CH:8][CH:7]=2)[CH2:2][CH3:3].C([O-])([O-])=O.[Cs+].[Cs+].Cl[CH2:26][C:27]1[N:31]=[C:30]([C:32]2[C:33]([S:38][CH3:39])=[N:34][CH:35]=[CH:36][CH:37]=2)[O:29][N:28]=1. The catalyst is C(#N)C. The product is [CH3:39][S:38][C:33]1[C:32]([C:30]2[O:29][N:28]=[C:27]([CH2:26][N:5]3[C:6]4[C:11](=[C:10]([C:13]([F:15])([F:16])[F:14])[C:9]([C:17]#[N:18])=[CH:8][CH:7]=4)[CH:12]=[C:4]3[CH2:1][CH2:2][CH3:3])[N:31]=2)=[CH:37][CH:36]=[CH:35][N:34]=1. The yield is 0.840. (7) The yield is 0.900. The product is [CH3:1][C:2]1([CH3:25])[C:6]([C:7]2[CH:8]=[C:9]([C:10]([O:12][CH3:13])=[O:11])[CH:14]=[CH:15][C:16]=2[C:33]2[CH:34]=[C:29]([O:28][CH2:26][CH3:27])[CH:30]=[CH:31][C:32]=2[F:38])=[CH:5][CH2:4][CH2:3]1. The reactants are [CH3:1][C:2]1([CH3:25])[C:6]([C:7]2[CH:8]=[C:9]([CH:14]=[CH:15][C:16]=2OS(C(F)(F)F)(=O)=O)[C:10]([O:12][CH3:13])=[O:11])=[CH:5][CH2:4][CH2:3]1.[CH2:26]([O:28][C:29]1[CH:30]=[CH:31][C:32]([F:38])=[C:33](B(O)O)[CH:34]=1)[CH3:27].C(=O)([O-])[O-].[K+].[K+]. The catalyst is CN(C=O)C.[Cl-].[Na+].O.C1C=CC([P]([Pd]([P](C2C=CC=CC=2)(C2C=CC=CC=2)C2C=CC=CC=2)([P](C2C=CC=CC=2)(C2C=CC=CC=2)C2C=CC=CC=2)[P](C2C=CC=CC=2)(C2C=CC=CC=2)C2C=CC=CC=2)(C2C=CC=CC=2)C2C=CC=CC=2)=CC=1.